Dataset: Forward reaction prediction with 1.9M reactions from USPTO patents (1976-2016). Task: Predict the product of the given reaction. Given the reactants [C:1]([NH:5][C:6](=[O:35])[C:7]1[CH:12]=[CH:11][CH:10]=[C:9]([O:13][C:14]2[CH:19]=[CH:18][C:17]([NH:20][C:21]3[C:31]4[CH:30]=[C:29]([CH:32]=O)[CH2:28][CH2:27][NH:26][C:25]=4[N:24]=[CH:23][N:22]=3)=[CH:16][C:15]=2[Cl:34])[CH:8]=1)([CH3:4])([CH3:3])[CH3:2].[ClH:36].[CH3:37][NH:38][CH2:39][C:40]#[N:41].C(O[BH-](OC(=O)C)OC(=O)C)(=O)C.[Na+].Cl.C(OCC)(=O)C, predict the reaction product. The product is: [ClH:34].[ClH:36].[C:1]([NH:5][C:6](=[O:35])[C:7]1[CH:12]=[CH:11][CH:10]=[C:9]([O:13][C:14]2[CH:19]=[CH:18][C:17]([NH:20][C:21]3[C:31]4[CH:30]=[C:29]([CH2:32][N:38]([CH2:39][C:40]#[N:41])[CH3:37])[CH2:28][CH2:27][NH:26][C:25]=4[N:24]=[CH:23][N:22]=3)=[CH:16][C:15]=2[Cl:34])[CH:8]=1)([CH3:2])([CH3:3])[CH3:4].